Dataset: Full USPTO retrosynthesis dataset with 1.9M reactions from patents (1976-2016). Task: Predict the reactants needed to synthesize the given product. (1) The reactants are: [NH:1]1[CH:5]=[CH:4][C:3](=[O:6])[NH:2]1.O(Cl)S[Cl:9].[CH3:11][N:12]([CH3:15])[CH:13]=O. Given the product [Cl-:9].[OH:6][C:3]1[NH:2][N:1]=[CH:5][C:4]=1[CH:11]=[N+:12]([CH3:15])[CH3:13], predict the reactants needed to synthesize it. (2) Given the product [NH2:19][CH2:18][CH2:17][C:16]1[CH:27]=[CH:28][C:13]([NH:12][C:10](=[O:11])[CH2:9][N:8]([CH2:29][C:30]2[CH:31]=[CH:32][CH:33]=[CH:34][CH:35]=2)[CH2:1][C:2]2[CH:3]=[CH:4][CH:5]=[CH:6][CH:7]=2)=[CH:14][CH:15]=1, predict the reactants needed to synthesize it. The reactants are: [CH2:1]([N:8]([CH2:29][C:30]1[CH:35]=[CH:34][CH:33]=[CH:32][CH:31]=1)[CH2:9][C:10]([NH:12][C:13]1[CH:28]=[CH:27][C:16]([CH2:17][CH2:18][NH:19]C(=O)OC(C)(C)C)=[CH:15][CH:14]=1)=[O:11])[C:2]1[CH:7]=[CH:6][CH:5]=[CH:4][CH:3]=1.FC(F)(F)C(O)=O. (3) Given the product [CH3:25][O:26][C:27]1[CH:32]=[CH:31][CH:30]=[CH:29][C:28]=1[C:2]1[N:7]=[CH:6][C:5]([C:8]([NH:10][CH2:11][C:12]2[CH:13]=[C:14]3[C:18](=[CH:19][CH:20]=2)[NH:17][C:16]([C:21]([F:24])([F:23])[F:22])=[CH:15]3)=[O:9])=[CH:4][CH:3]=1, predict the reactants needed to synthesize it. The reactants are: Br[C:2]1[N:7]=[CH:6][C:5]([C:8]([NH:10][CH2:11][C:12]2[CH:13]=[C:14]3[C:18](=[CH:19][CH:20]=2)[NH:17][C:16]([C:21]([F:24])([F:23])[F:22])=[CH:15]3)=[O:9])=[CH:4][CH:3]=1.[CH3:25][O:26][C:27]1[CH:32]=[CH:31][CH:30]=[CH:29][C:28]=1B(O)O.C(=O)([O-])[O-].[Cs+].[Cs+]. (4) Given the product [Cl:10][C:11]1[CH:18]=[CH:17][C:14]([CH:15]=[C:4]([O:3][CH2:1][CH3:2])[C:5]([O:7][CH2:8][CH3:9])=[O:6])=[CH:13][CH:12]=1, predict the reactants needed to synthesize it. The reactants are: [CH2:1]([O:3][CH2:4][C:5]([O:7][CH2:8][CH3:9])=[O:6])[CH3:2].[Cl:10][C:11]1[CH:18]=[CH:17][C:14]([CH:15]=O)=[CH:13][CH:12]=1.CC(C)([O-])C.[K+]. (5) Given the product [C:24]([O:23][C:21]([CH2:20][N:12]1[C:13]2[C:18](=[CH:17][CH:16]=[CH:15][CH:14]=2)[CH:19]=[C:11]1[C:9]([OH:10])=[O:8])=[O:22])([CH3:27])([CH3:25])[CH3:26], predict the reactants needed to synthesize it. The reactants are: C([O:8][C:9]([C:11]1[N:12]([CH2:20][C:21]([O:23][C:24]([CH3:27])([CH3:26])[CH3:25])=[O:22])[C:13]2[C:18]([CH:19]=1)=[CH:17][CH:16]=[CH:15][CH:14]=2)=[O:10])C1C=CC=CC=1. (6) Given the product [I:1]/[CH:19]=[CH:18]/[C:17]1[CH:23]=[CH:24][C:14]([O:13][CH3:12])=[CH:15][CH:16]=1, predict the reactants needed to synthesize it. The reactants are: [I:1]N1C(C)(C)C(=O)N(I)C1=O.[CH3:12][O:13][C:14]1[CH:24]=[CH:23][C:17]([CH:18]=[CH:19]C(O)=O)=[CH:16][CH:15]=1.CCN(CC)CC.